From a dataset of Drug-target binding data from BindingDB using Ki measurements. Regression. Given a target protein amino acid sequence and a drug SMILES string, predict the binding affinity score between them. We predict pKi (pKi = -log10(Ki in M); higher means stronger inhibition). Dataset: bindingdb_ki. (1) The drug is C[C@H](NC(=O)[C@H](CCC(N)=O)NC(=O)[C@H](N)CCCNC(=N)N)C(=O)N[C@@H](CCCNC(=N)N)C(=O)c1nc2ccccc2s1. The target protein sequence is GSDEKDCDCGLRSFTRQARVVGGTDADEGEWPWQVSLHALGQGHICGASLISPNWLVSAAHCYIDDRGFRYSDPTQWTAFLGLHDQSQRSAPGVQERRLKRIISHPFFNDFTFDYDIALLELEKPAEYSSMVRPICLPDASHVFPAGKAIWVTGWGHTQYGGTGALILQKGEIRVINQTTCENLLPQQITPRMMCVGFLSGGVDSCQGDSGGPLSSVEADGRIFQAGVVSWGDGCAQRNKPGVYTRLPLFRDWIKENTGV. The pKi is 9.9. (2) The pKi is 7.2. The target protein sequence is TKGLVLGIYSKEKEDDAPQFTSAGENFDKWVSGKLR. The drug is N=C(CCc1ccccc1)[PH](O)(O)CC(Cc1ccccc1)C(=O)O. (3) The compound is CC1(C)O[C@H]2[C@H](Cn3cc(CCCCC[C@@H]4SC[C@@H]5NC(=O)N[C@H]45)nn3)O[C@H](n3cnc4c(N)ncnc43)[C@H]2O1. The target protein (P06709) has sequence MKDNTVPLKLIALLANGEFHSGEQLGETLGMSRAAINKHIQTLRDWGVDVFTVPGKGYSLPEPIQLLNAKQILGQLDGGSVAVLPVIDSTNQYLLDRIGELKSGDACIAEYQQAGRGRRGRKWFSPFGANLYLSMFWRLEQGPAAAIGLSLVIGIVMAEVLRKLGADKVRVKWPNDLYLQDRKLAGILVELTGKTGDAAQIVIGAGINMAMRRVEESVVNQGWITLQEAGINLDRNTLAAMLIRELRAALELFEQEGLAPYLSRWEKLDNFINRPVKLIIGDKEIFGISRGIDKQGALLLEQDGIIKPWMGGEISLRSAEK. The pKi is 4.5. (4) The drug is CN1CCc2cc(Cl)c(O)cc2[C@@H](c2cccc3ccoc23)C1. The target protein (P26769) has sequence MRRRRYLRDRAEAAAAAAAGGGEGLQRSRDWLYESYYCMSQQHPLIVFLLLIVMGACLALLAVFFALGLEVEDHVAFLITVPTALAIFFAIFILVCIESVFKKLLRVFSLVIWICLVAMGYLFMCFGGTVSAWDQVSFFLFIIFVVYTMLPFNMRDAIIASILTSSSHTIVLSVYLSATPGAKEHLFWQILANVIIFICGNLAGAYHKHLMELALQQTYRDTCNCIKSRIKLEFEKRQQERLLLSLLPAHIAMEMKAEIIQRLQGPKAGQMENTNNFHNLYVKRHTNVSILYADIVGFTRLASDCSPGELVHMLNELFGKFDQIAKENECMRIKILGDCYYCVSGLPISLPNHAKNCVKMGLDMCEAIKKVRDATGVDINMRVGVHSGNVLCGVIGLQKWQYDVWSHDVTLANHMEAGGVPGRVHISSVTLEHLNGAYKVEEGDGEIRDPYLKQHLVKTYFVINPKGERRSPQHLFRPRHTLDGAKMRASVRMTRYLESW.... The pKi is 8.5.